The task is: Regression. Given a peptide amino acid sequence and an MHC pseudo amino acid sequence, predict their binding affinity value. This is MHC class II binding data.. This data is from Peptide-MHC class II binding affinity with 134,281 pairs from IEDB. (1) The peptide sequence is SSNPTILSEGNSFTA. The MHC is HLA-DQA10501-DQB10301 with pseudo-sequence HLA-DQA10501-DQB10301. The binding affinity (normalized) is 0.488. (2) The peptide sequence is MKRPSREKQDKKIFTE. The MHC is DRB1_1302 with pseudo-sequence DRB1_1302. The binding affinity (normalized) is 0.279. (3) The peptide sequence is GELQIVDKIDAAFKE. The MHC is DRB3_0101 with pseudo-sequence DRB3_0101. The binding affinity (normalized) is 0.640. (4) The peptide sequence is SYIAEMETESWIVDR. The MHC is DRB1_0802 with pseudo-sequence DRB1_0802. The binding affinity (normalized) is 0.133. (5) The peptide sequence is RIKLDIETSFIFIET. The MHC is HLA-DQA10101-DQB10501 with pseudo-sequence HLA-DQA10101-DQB10501. The binding affinity (normalized) is 0.129. (6) The peptide sequence is QIYFESYVRPFVATT. The MHC is H-2-IAb with pseudo-sequence H-2-IAb. The binding affinity (normalized) is 0.183.